This data is from Reaction yield outcomes from USPTO patents with 853,638 reactions. The task is: Predict the reaction yield, written as a fraction of the theoretical maximum amount of product (1.0 means a 100% yield; for example, 0.34 means a 34% yield). (1) The reactants are C(OC([N:8]1[CH2:13][CH2:12][N:11]([CH2:14][CH2:15][S:16]([CH3:19])(=[O:18])=[O:17])[C:10]([CH3:21])([CH3:20])[CH2:9]1)=O)(C)(C)C.C(O)(C(F)(F)F)=O. The catalyst is C(Cl)Cl. The product is [CH3:19][S:16]([CH2:15][CH2:14][N:11]1[CH2:12][CH2:13][NH:8][CH2:9][C:10]1([CH3:21])[CH3:20])(=[O:17])=[O:18]. The yield is 0.910. (2) The reactants are Cl.[CH3:2][N:3]1[CH2:7][CH2:6][C:5]2([CH2:12][CH2:11][NH:10][CH2:9][CH2:8]2)[C:4]1=[O:13].C(N(CC)CC)C.[F:21][C:22]([F:34])([F:33])[C:23]1[CH:28]=[CH:27][C:26]([S:29](Cl)(=[O:31])=[O:30])=[CH:25][CH:24]=1. The catalyst is ClCCl.CN(C1C=CN=CC=1)C. The product is [CH3:2][N:3]1[CH2:7][CH2:6][C:5]2([CH2:12][CH2:11][N:10]([S:29]([C:26]3[CH:25]=[CH:24][C:23]([C:22]([F:21])([F:33])[F:34])=[CH:28][CH:27]=3)(=[O:31])=[O:30])[CH2:9][CH2:8]2)[C:4]1=[O:13]. The yield is 0.730. (3) The reactants are [C:1]([NH:4][C:5]1[C:10]2[O:11][CH2:12][O:13][C:9]=2[C:8]([C:14]([O:16][CH3:17])=[O:15])=[CH:7][CH:6]=1)(=[O:3])[CH3:2].C1C(=O)N([Cl:25])C(=O)C1. The catalyst is C(#N)C. The product is [C:1]([NH:4][C:5]1[C:10]2[O:11][CH2:12][O:13][C:9]=2[C:8]([C:14]([O:16][CH3:17])=[O:15])=[CH:7][C:6]=1[Cl:25])(=[O:3])[CH3:2]. The yield is 0.870. (4) The reactants are [Br:1][C:2]1[CH:3]=[C:4]([CH:16]=[CH:17][CH:18]=1)[O:5][CH2:6][CH2:7]NC(=O)OC(C)(C)C.BrC1C=C(O)C=CC=1.BrCC[CH2:30][NH:31][C:32](=[O:38])[O:33][C:34]([CH3:37])([CH3:36])[CH3:35].C([O-])([O-])=O.[Cs+].[Cs+]. The catalyst is CN(C=O)C. The product is [Br:1][C:2]1[CH:3]=[C:4]([CH:16]=[CH:17][CH:18]=1)[O:5][CH2:6][CH2:7][CH2:30][NH:31][C:32](=[O:38])[O:33][C:34]([CH3:37])([CH3:36])[CH3:35]. The yield is 0.620.